From a dataset of Forward reaction prediction with 1.9M reactions from USPTO patents (1976-2016). Predict the product of the given reaction. (1) Given the reactants [NH2:1][C:2]1[O:6][N:5]=[C:4]([C:7]2[CH:12]=[CH:11][CH:10]=[C:9]([F:13])[CH:8]=2)[C:3]=1[C:14]([OH:16])=O.Cl.C(N=C=NCCCN(C)C)C.OC1C2N=NNC=2C=CC=1.[N:39]1([C:45]2[CH:50]=[CH:49][CH:48]=[CH:47][C:46]=2[OH:51])[CH2:44][CH2:43][NH:42][CH2:41][CH2:40]1, predict the reaction product. The product is: [NH2:1][C:2]1[O:6][N:5]=[C:4]([C:7]2[CH:12]=[CH:11][CH:10]=[C:9]([F:13])[CH:8]=2)[C:3]=1[C:14]([N:42]1[CH2:41][CH2:40][N:39]([C:45]2[CH:50]=[CH:49][CH:48]=[CH:47][C:46]=2[OH:51])[CH2:44][CH2:43]1)=[O:16]. (2) Given the reactants [Cl:1]/[CH:2]=[CH:3]\Cl.[CH:5]#[C:6][CH2:7][CH2:8][CH2:9][CH3:10], predict the reaction product. The product is: [Cl:1]/[CH:2]=[CH:3]\[C:5]#[C:6][CH2:7][CH2:8][CH2:9][CH3:10]. (3) Given the reactants [CH3:1][C:2]1[C:3]2[N:4]([CH:8]=[CH:9][N:10]=2)[CH:5]=[CH:6][CH:7]=1, predict the reaction product. The product is: [CH3:1][CH:2]1[CH2:7][CH2:6][CH2:5][N:4]2[CH:8]=[CH:9][N:10]=[C:3]12. (4) Given the reactants [CH:1]1([C:7](Cl)=[O:8])[CH2:6][CH2:5][CH2:4][CH2:3][CH2:2]1.C1(C2[O:20][N:19]=[C:18](C3C=CC(CN)=CC=3)[N:17]=2)CCCCC1, predict the reaction product. The product is: [OH:20][N:19]=[C:18]([NH2:17])[C:4]1[CH:5]=[CH:6][C:1]([CH2:7][OH:8])=[CH:2][CH:3]=1. (5) Given the reactants [Br:1][C:2]1[C:6]2[N:7]=[C:8]([Cl:12])[N:9]=[C:10](Cl)[C:5]=2[S:4][CH:3]=1.[NH:13]1[CH2:18][CH2:17][O:16][CH2:15][CH2:14]1.O, predict the reaction product. The product is: [Br:1][C:2]1[C:6]2[N:7]=[C:8]([Cl:12])[N:9]=[C:10]([N:13]3[CH2:18][CH2:17][O:16][CH2:15][CH2:14]3)[C:5]=2[S:4][CH:3]=1. (6) Given the reactants [CH3:1][N:2]1[C:7](=[O:8])[CH:6]=[CH:5][C:4]([C:9]2[CH:14]=[CH:13][C:12]([C@@H:15]([N:17]3[CH2:23][CH2:22][CH2:21][C@:20]([CH2:30][C:31]([CH3:33])=[CH2:32])([C:24]4[CH:29]=[CH:28][CH:27]=[CH:26][CH:25]=4)[NH:19][C:18]3=[O:34])[CH3:16])=[CH:11][CH:10]=2)=[CH:3]1.C1([SiH3])C=CC=CC=1.C([OH:45])(C)C.C(Cl)Cl, predict the reaction product. The product is: [OH:45][C:31]([CH3:33])([CH3:32])[CH2:30][C@:20]1([C:24]2[CH:29]=[CH:28][CH:27]=[CH:26][CH:25]=2)[CH2:21][CH2:22][CH2:23][N:17]([C@H:15]([C:12]2[CH:11]=[CH:10][C:9]([C:4]3[CH:5]=[CH:6][C:7](=[O:8])[N:2]([CH3:1])[CH:3]=3)=[CH:14][CH:13]=2)[CH3:16])[C:18](=[O:34])[NH:19]1. (7) Given the reactants [Br:1][C:2]1[CH:31]=[C:30]([CH3:32])[C:5]([O:6][C:7]2[C:12]([N+:13]([O-:15])=[O:14])=[C:11](/[CH:16]=[CH:17]/[N:18]([CH3:20])[CH3:19])[N:10]=[C:9]([NH:21][C:22]3[CH:29]=[CH:28][C:25]([C:26]#[N:27])=[CH:24][CH:23]=3)[N:8]=2)=[C:4]([CH3:33])[CH:3]=1.C(=O)([O-])[O-].[K+].[K+].[CH3:40][C:41]([O:44][C:45](O[C:45]([O:44][C:41]([CH3:43])([CH3:42])[CH3:40])=[O:46])=[O:46])([CH3:43])[CH3:42], predict the reaction product. The product is: [Br:1][C:2]1[CH:31]=[C:30]([CH3:32])[C:5]([O:6][C:7]2[C:12]([N+:13]([O-:15])=[O:14])=[C:11](/[CH:16]=[CH:17]/[N:18]([CH3:19])[CH3:20])[N:10]=[C:9]([N:21]([C:22]3[CH:29]=[CH:28][C:25]([C:26]#[N:27])=[CH:24][CH:23]=3)[C:45](=[O:46])[O:44][C:41]([CH3:43])([CH3:42])[CH3:40])[N:8]=2)=[C:4]([CH3:33])[CH:3]=1. (8) Given the reactants Br[C:2]1[N:7]=[C:6]([Cl:8])[C:5]([NH2:9])=[C:4]([Cl:10])[CH:3]=1.[C:11]1(B(O)O)[CH:16]=[CH:15][CH:14]=[CH:13][CH:12]=1.C([O-])([O-])=O.[K+].[K+], predict the reaction product. The product is: [Cl:8][C:6]1[C:5]([NH2:9])=[C:4]([Cl:10])[CH:3]=[C:2]([C:11]2[CH:16]=[CH:15][CH:14]=[CH:13][CH:12]=2)[N:7]=1. (9) Given the reactants [N+:1]([C:4]1[CH:13]=[CH:12][CH:11]=[C:10]2[C:5]=1[CH:6]=[CH:7]O[C:9]2=[O:14])([O-:3])=[O:2].[NH2:15][C:16]([CH3:20])([CH3:19])[CH2:17][OH:18].C[OH:22].C(N([CH2:28][CH3:29])CC)C, predict the reaction product. The product is: [C:28]([O:18][CH2:17][C:16]([CH3:20])([N:15]1[CH:7]=[CH:6][C:5]2[C:10](=[CH:11][CH:12]=[CH:13][C:4]=2[N+:1]([O-:3])=[O:2])[C:9]1=[O:14])[CH3:19])(=[O:22])[CH3:29].